This data is from SARS-CoV-2 main protease (3CLPro) crystallographic fragment screen with 879 compounds. The task is: Binary Classification. Given a drug SMILES string, predict its activity (active/inactive) in a high-throughput screening assay against a specified biological target. (1) The molecule is CC1CCN(CCN)CC1. The result is 0 (inactive). (2) The compound is CC1CCCCN1C(=O)c1cnccn1. The result is 0 (inactive). (3) The drug is C1CC(CNC2CC2)CO1. The result is 0 (inactive).